This data is from Forward reaction prediction with 1.9M reactions from USPTO patents (1976-2016). The task is: Predict the product of the given reaction. (1) Given the reactants [CH3:1][O:2][C:3]1[CH:8]=[CH:7][C:6]([NH:9][C:10]2[N:11]=[N:12][C:13]([CH:16]([NH:18][C:19](=O)[CH:20]([C:22]3[CH:27]=[CH:26][CH:25]=[CH:24][CH:23]=3)[CH3:21])[CH3:17])=[CH:14][N:15]=2)=[CH:5][CH:4]=1.N1C=NC=N1.P(Cl)(Cl)(Cl)=O, predict the reaction product. The product is: [CH3:17][C:16]1[N:18]=[C:19]([CH:20]([C:22]2[CH:27]=[CH:26][CH:25]=[CH:24][CH:23]=2)[CH3:21])[N:12]2[C:13]=1[CH:14]=[N:15][C:10]([NH:9][C:6]1[CH:7]=[CH:8][C:3]([O:2][CH3:1])=[CH:4][CH:5]=1)=[N:11]2. (2) The product is: [Cl:14][C:6]1[C:5]([CH2:4][CH2:1][OH:2])=[CH:13][CH:12]=[CH:11][C:7]=1[CH:8]=[O:9]. Given the reactants [C:1]([CH2:4][C:5]1[C:6]([Cl:14])=[C:7]([CH:11]=[CH:12][CH:13]=1)[C:8](O)=[O:9])(O)=[O:2], predict the reaction product. (3) Given the reactants [Cl:1][C:2]1[CH:3]=[C:4]([C:10]2([C:27]([F:30])([F:29])[F:28])[O:14][N:13]=[C:12]([C:15]3[N:16]4[C:20]([C:21]([C:24]([OH:26])=O)=[CH:22][CH:23]=3)=[CH:19][CH:18]=[CH:17]4)[CH2:11]2)[CH:5]=[C:6]([Cl:9])[C:7]=1[F:8].CCN(C(C)C)C(C)C.CN(C(ON1N=NC2C=CC=NC1=2)=[N+](C)C)C.F[P-](F)(F)(F)(F)F.Cl.[NH2:65][CH2:66][C:67]1[CH:68]=[CH:69][C:70]2[C:74]([CH2:77][CH3:78])([CH2:75][CH3:76])[O:73][B:72]([OH:79])[C:71]=2[CH:80]=1, predict the reaction product. The product is: [Cl:9][C:6]1[CH:5]=[C:4]([C:10]2([C:27]([F:30])([F:29])[F:28])[O:14][N:13]=[C:12]([C:15]3[N:16]4[C:20]([C:21]([C:24]([NH:65][CH2:66][C:67]5[CH:68]=[CH:69][C:70]6[C:74]([CH2:75][CH3:76])([CH2:77][CH3:78])[O:73][B:72]([OH:79])[C:71]=6[CH:80]=5)=[O:26])=[CH:22][CH:23]=3)=[CH:19][CH:18]=[CH:17]4)[CH2:11]2)[CH:3]=[C:2]([Cl:1])[C:7]=1[F:8]. (4) Given the reactants [CH3:1][C:2]([CH3:4])=O.Cl.[NH:6]1[CH2:11][CH2:10][CH:9]([CH2:12][N:13]2[C:21]3[C:16](=[CH:17][CH:18]=[CH:19][CH:20]=3)[C:15]3([C:33]4[C:24](=[CH:25][C:26]5[O:31][CH2:30][CH2:29][O:28][C:27]=5[CH:32]=4)[O:23][CH2:22]3)[C:14]2=[O:34])[CH2:8][CH2:7]1.C(N(CC)CC)C.C(O[BH-](OC(=O)C)OC(=O)C)(=O)C.[Na+], predict the reaction product. The product is: [CH3:1][CH:2]([N:6]1[CH2:11][CH2:10][CH:9]([CH2:12][N:13]2[C:21]3[C:16](=[CH:17][CH:18]=[CH:19][CH:20]=3)[C:15]3([C:33]4[C:24](=[CH:25][C:26]5[O:31][CH2:30][CH2:29][O:28][C:27]=5[CH:32]=4)[O:23][CH2:22]3)[C:14]2=[O:34])[CH2:8][CH2:7]1)[CH3:4]. (5) Given the reactants C(=O)([O-])[O:2][CH:3](CC=C)[C:4]1[S:5][C:6]2[CH:12]=[CH:11][C:10]([NH2:13])=[C:9]([F:14])[C:7]=2[N:8]=1.[F:20][C:21]([F:34])([F:33])[CH2:22][O:23][C:24]1[CH:32]=[CH:31][C:27]([C:28](O)=[O:29])=[CH:26][N:25]=1, predict the reaction product. The product is: [F:14][C:9]1[C:7]2[N:8]=[C:4]([CH2:3][OH:2])[S:5][C:6]=2[CH:12]=[CH:11][C:10]=1[NH:13][C:28](=[O:29])[C:27]1[CH:31]=[CH:32][C:24]([O:23][CH2:22][C:21]([F:33])([F:34])[F:20])=[N:25][CH:26]=1. (6) Given the reactants [Cl:1][C:2]1[C:3]([C:47](=[O:57])[N:48]([CH2:53][CH2:54][CH2:55][CH3:56])[CH2:49][CH2:50][CH2:51][CH3:52])=[N:4][N:5]([C:8]2[CH:34]=[CH:33][C:11]([C:12]([NH:14][S:15]([C:18]3[CH:27]=[C:26]4[C:21]([CH:22]=[CH:23][CH:24]=[C:25]4[C:28]([O:30]CC)=[O:29])=[CH:20][CH:19]=3)(=[O:17])=[O:16])=[O:13])=[CH:10][C:9]=2[C:35]([N:37]2[CH2:46][CH2:45][C:44]3[C:39](=[CH:40][CH:41]=[CH:42][CH:43]=3)[CH2:38]2)=[O:36])[C:6]=1[CH3:7].[Li+].[OH-], predict the reaction product. The product is: [Cl:1][C:2]1[C:3]([C:47](=[O:57])[N:48]([CH2:53][CH2:54][CH2:55][CH3:56])[CH2:49][CH2:50][CH2:51][CH3:52])=[N:4][N:5]([C:8]2[CH:34]=[CH:33][C:11]([C:12]([NH:14][S:15]([C:18]3[CH:27]=[C:26]4[C:21]([CH:22]=[CH:23][CH:24]=[C:25]4[C:28]([OH:30])=[O:29])=[CH:20][CH:19]=3)(=[O:17])=[O:16])=[O:13])=[CH:10][C:9]=2[C:35]([N:37]2[CH2:46][CH2:45][C:44]3[C:39](=[CH:40][CH:41]=[CH:42][CH:43]=3)[CH2:38]2)=[O:36])[C:6]=1[CH3:7].